From a dataset of Full USPTO retrosynthesis dataset with 1.9M reactions from patents (1976-2016). Predict the reactants needed to synthesize the given product. (1) The reactants are: [Cl:1][C:2]1[CH:29]=[CH:28][C:5]([C:6]([N:8]2[CH2:14][C:13]3[CH:15]=[CH:16][CH:17]=[CH:18][C:12]=3[N:11]([CH2:19][CH2:20][CH:21]3[CH2:26][CH2:25][NH:24][CH2:23][CH2:22]3)[C:10](=[O:27])[CH2:9]2)=[O:7])=[CH:4][CH:3]=1.CS[C:32]1[NH:33][CH2:34][CH2:35][N:36]=1.C(N(CC)CC)C. Given the product [Cl:1][C:2]1[CH:3]=[CH:4][C:5]([C:6]([N:8]2[CH2:14][C:13]3[CH:15]=[CH:16][CH:17]=[CH:18][C:12]=3[N:11]([CH2:19][CH2:20][CH:21]3[CH2:26][CH2:25][N:24]([C:32]4[NH:36][CH2:35][CH2:34][N:33]=4)[CH2:23][CH2:22]3)[C:10](=[O:27])[CH2:9]2)=[O:7])=[CH:28][CH:29]=1, predict the reactants needed to synthesize it. (2) Given the product [Cl:22][C:23]1[CH:24]=[CH:25][C:26]([N+:32]([O-:34])=[O:33])=[C:27]([CH:31]=1)[C:28]([NH:15][C:12]1[CH:11]=[N:10][C:9]([C:4]2[CH:5]=[CH:6][C:7]([CH3:8])=[C:2]([CH3:1])[CH:3]=2)=[CH:14][N:13]=1)=[O:29], predict the reactants needed to synthesize it. The reactants are: [CH3:1][C:2]1[CH:3]=[C:4]([C:9]2[N:10]=[CH:11][C:12]([NH2:15])=[N:13][CH:14]=2)[CH:5]=[CH:6][C:7]=1[CH3:8].N1C=CC=CC=1.[Cl:22][C:23]1[CH:24]=[CH:25][C:26]([N+:32]([O-:34])=[O:33])=[C:27]([CH:31]=1)[C:28](Cl)=[O:29]. (3) Given the product [NH2:1][C:2]1[C:7]([C:8]([C:10]2[CH:15]=[C:14]([CH3:16])[CH:13]=[CH:12][C:11]=2[O:17][CH3:18])=[O:9])=[CH:6][N:5]=[C:4]([S:19]([CH2:20][CH3:21])=[O:27])[N:3]=1, predict the reactants needed to synthesize it. The reactants are: [NH2:1][C:2]1[C:7]([C:8]([C:10]2[CH:15]=[C:14]([CH3:16])[CH:13]=[CH:12][C:11]=2[O:17][CH3:18])=[O:9])=[CH:6][N:5]=[C:4]([S:19][CH2:20][CH3:21])[N:3]=1.ClC1C=C(C=CC=1)C(OO)=[O:27]. (4) Given the product [N:29]1([C:15]([C:14]2[CH:13]=[C:12]([N:11]3[C:10](=[O:21])[C:9]4[C:4](=[CH:5][CH:6]=[CH:7][CH:8]=4)[NH:3][C:2]3=[O:1])[CH:20]=[CH:19][CH:18]=2)=[O:17])[C:28]2[C:5](=[CH:4][CH:9]=[CH:22][CH:23]=2)[CH2:6][CH2:7][CH2:31]1, predict the reactants needed to synthesize it. The reactants are: [O:1]=[C:2]1[N:11]([C:12]2[CH:13]=[C:14]([CH:18]=[CH:19][CH:20]=2)[C:15]([OH:17])=O)[C:10](=[O:21])[C:9]2[C:4](=[CH:5][CH:6]=[CH:7][CH:8]=2)[NH:3]1.[C:22](Cl)(=O)[C:23](Cl)=O.[CH3:28][N:29]([CH:31]=O)C.